This data is from Catalyst prediction with 721,799 reactions and 888 catalyst types from USPTO. The task is: Predict which catalyst facilitates the given reaction. Reactant: Cl.[Cl:2][C:3]1[CH:16]=[CH:15][C:14]2[S:13][C:12]3[C:7](=[CH:8][CH:9]=[CH:10][CH:11]=3)[N:6]([CH2:17][CH2:18][CH2:19][CH2:20][NH2:21])[C:5]=2[CH:4]=1.C(N(CC)CC)C.[C:29]1([CH3:39])[CH:34]=[CH:33][C:32]([S:35](Cl)(=[O:37])=[O:36])=[CH:31][CH:30]=1.[Na+].[Cl-]. Product: [Cl:2][C:3]1[CH:16]=[CH:15][C:14]2[S:13][C:12]3[C:7](=[CH:8][CH:9]=[CH:10][CH:11]=3)[N:6]([CH2:17][CH2:18][CH2:19][CH2:20][NH:21][S:35]([C:32]3[CH:33]=[CH:34][C:29]([CH3:39])=[CH:30][CH:31]=3)(=[O:37])=[O:36])[C:5]=2[CH:4]=1. The catalyst class is: 3.